This data is from Reaction yield outcomes from USPTO patents with 853,638 reactions. The task is: Predict the reaction yield, written as a fraction of the theoretical maximum amount of product (1.0 means a 100% yield; for example, 0.34 means a 34% yield). (1) The reactants are [CH2:1]([O:3][P:4]([CH2:9][CH2:10][C:11]([CH3:28])=[CH:12][CH2:13][C:14]1[C:15]([OH:27])=[C:16]2[C:20](=[C:21]([CH3:25])[C:22]=1[O:23][CH3:24])[CH2:19][O:18][C:17]2=[O:26])(=[O:8])[O:5]CC)[CH3:2].[Li+].[OH-].CO.Cl. The catalyst is [Cl-].[Na+].O.O. The product is [CH2:1]([O:3][P:4]([CH2:9][CH2:10][C:11]([CH3:28])=[CH:12][CH2:13][C:14]1[C:15]([OH:27])=[C:16]2[C:20](=[C:21]([CH3:25])[C:22]=1[O:23][CH3:24])[CH2:19][O:18][C:17]2=[O:26])(=[O:5])[OH:8])[CH3:2]. The yield is 0.280. (2) The yield is 0.520. The product is [ClH:1].[ClH:1].[ClH:1].[NH2:37][C@H:33]1[CH2:34][CH2:35][CH2:36][N:31]([C:28]2[N:29]=[CH:30][C:25]([NH:24][C:13]3[C:12]4[C:17](=[CH:18][CH:19]=[C:10]([C:4]5[CH:5]=[C:6]([F:9])[C:7]([OH:8])=[C:2]([Cl:1])[CH:3]=5)[N:11]=4)[N:16]=[CH:15][C:14]=3[C:20](=[O:23])[CH2:21][CH3:22])=[CH:26][CH:27]=2)[CH2:32]1. No catalyst specified. The reactants are [Cl:1][C:2]1[CH:3]=[C:4]([C:10]2[N:11]=[C:12]3[C:17](=[CH:18][CH:19]=2)[N:16]=[CH:15][C:14]([C:20](=[O:23])[CH2:21][CH3:22])=[C:13]3[NH:24][C:25]2[CH:26]=[CH:27][C:28]([N:31]3[CH2:36][CH2:35][CH2:34][C@H:33]([NH:37]C(=O)OC(C)(C)C)[CH2:32]3)=[N:29][CH:30]=2)[CH:5]=[C:6]([F:9])[C:7]=1[OH:8].C(O)(C(F)(F)F)=O. (3) The reactants are [Cl:1][C:2]1[C:7]([F:8])=[CH:6][CH:5]=[C:4]([Cl:9])[C:3]=1[CH:10]([O:12][C:13]1[C:14]([CH3:30])=[N:15][CH:16]=[C:17]([C:19]2[CH:20]=[N:21][N:22]([CH:24]3[CH2:29][CH2:28][NH:27][CH2:26][CH2:25]3)[CH:23]=2)[CH:18]=1)[CH3:11].[C:31]([O-:34])([O-])=O.[K+].[K+].[CH3:37][C:38]#N. No catalyst specified. The product is [Cl:1][C:2]1[C:7]([F:8])=[CH:6][CH:5]=[C:4]([Cl:9])[C:3]=1[CH:10]([O:12][C:13]1[C:14]([CH3:30])=[N:15][CH:16]=[C:17]([C:19]2[CH:20]=[N:21][N:22]([CH:24]3[CH2:25][CH2:26][N:27]([CH2:37][CH2:38][O:34][CH3:31])[CH2:28][CH2:29]3)[CH:23]=2)[CH:18]=1)[CH3:11]. The yield is 0.444. (4) The reactants are [Cl:1][C:2]1[CH:3]=[C:4]([C:9](=[O:11])[CH3:10])[CH:5]=[C:6]([Cl:8])[CH:7]=1.[N:12]1([C:17]2[CH:24]=[CH:23][C:20]([CH:21]=O)=[CH:19][CH:18]=2)[CH:16]=[N:15][CH:14]=[N:13]1.[OH-].[Na+]. The catalyst is C(O)C.O. The product is [N:12]1([C:17]2[CH:24]=[CH:23][C:20](/[CH:21]=[CH:10]/[C:9]([C:4]3[CH:3]=[C:2]([Cl:1])[CH:7]=[C:6]([Cl:8])[CH:5]=3)=[O:11])=[CH:19][CH:18]=2)[CH:16]=[N:15][CH:14]=[N:13]1. The yield is 0.170.